This data is from Full USPTO retrosynthesis dataset with 1.9M reactions from patents (1976-2016). The task is: Predict the reactants needed to synthesize the given product. (1) Given the product [CH3:47][C:35]1[N:34]([CH2:33][C:30]2[CH:31]=[CH:32][C:27]([C:22]3[C:21]([C:19]([OH:20])=[O:18])=[CH:26][CH:25]=[CH:24][CH:23]=3)=[CH:28][CH:29]=2)[C:42]2[C:37]([C:36]=1[CH3:46])=[CH:38][C:39]([C:43](=[O:44])[NH:13][C@H:11]([C:4]1[C:5]([F:10])=[CH:6][CH:7]=[C:8]([F:9])[C:3]=1[F:2])[CH3:12])=[CH:40][CH:41]=2, predict the reactants needed to synthesize it. The reactants are: Cl.[F:2][C:3]1[C:8]([F:9])=[CH:7][CH:6]=[C:5]([F:10])[C:4]=1[C@@H:11]([NH2:13])[CH3:12].C([O:18][C:19]([C:21]1[CH:26]=[CH:25][CH:24]=[CH:23][C:22]=1[C:27]1[CH:32]=[CH:31][C:30]([CH2:33][N:34]2[C:42]3[C:37](=[CH:38][C:39]([C:43](O)=[O:44])=[CH:40][CH:41]=3)[C:36]([CH3:46])=[C:35]2[CH3:47])=[CH:29][CH:28]=1)=[O:20])(C)(C)C. (2) Given the product [OH:6][CH:5]([CH2:4][OH:3])[CH2:7][O:8][NH:9][C:10]([C:12]1[C:13]2[CH2:31][CH2:30][CH2:29][C:14]=2[C:15](=[O:28])[N:16]([CH3:27])[C:17]=1[NH:18][C:19]1[CH:24]=[CH:23][C:22]([I:25])=[CH:21][C:20]=1[F:26])=[O:11], predict the reactants needed to synthesize it. The reactants are: CC1(C)[O:6][CH:5]([CH2:7][O:8][NH:9][C:10]([C:12]2[C:13]3[CH2:31][CH2:30][CH2:29][C:14]=3[C:15](=[O:28])[N:16]([CH3:27])[C:17]=2[NH:18][C:19]2[CH:24]=[CH:23][C:22]([I:25])=[CH:21][C:20]=2[F:26])=[O:11])[CH2:4][O:3]1.Cl.